Dataset: Forward reaction prediction with 1.9M reactions from USPTO patents (1976-2016). Task: Predict the product of the given reaction. (1) Given the reactants [CH3:1][O:2][CH2:3][CH2:4][O:5][C:6]1[C:16]([O:17][CH2:18][CH2:19][O:20][CH3:21])=[CH:15][C:9]([C:10]([O:12][CH2:13][CH3:14])=[O:11])=[C:8]([N+:22]([O-])=O)[CH:7]=1.[H][H], predict the reaction product. The product is: [NH2:22][C:8]1[CH:7]=[C:6]([O:5][CH2:4][CH2:3][O:2][CH3:1])[C:16]([O:17][CH2:18][CH2:19][O:20][CH3:21])=[CH:15][C:9]=1[C:10]([O:12][CH2:13][CH3:14])=[O:11]. (2) Given the reactants [C:1]([O:5][C:6]([N:8]1[CH2:13][CH2:12][CH2:11][C@@H:10]([C:14](N2[C@@H](CC3C=CC=CC=3)COC2=O)=[O:15])[N:9]1[C:29]([O:31][C:32]([CH3:35])([CH3:34])[CH3:33])=[O:30])=[O:7])([CH3:4])([CH3:3])[CH3:2].[Li+].[OH-:37], predict the reaction product. The product is: [C:1]([O:5][C:6]([N:8]1[CH2:13][CH2:12][CH2:11][C@@H:10]([C:14]([OH:37])=[O:15])[N:9]1[C:29]([O:31][C:32]([CH3:34])([CH3:35])[CH3:33])=[O:30])=[O:7])([CH3:4])([CH3:3])[CH3:2]. (3) Given the reactants O.NN.[CH3:4][C:5]1[C:19]([O:20][CH3:21])=[CH:18][C:8]([C:9]([N:11]2[CH2:15][CH2:14][CH2:13][CH:12]2[CH2:16][OH:17])=[O:10])=[C:7]([N+:22]([O-])=O)[C:6]=1[O:25][CH3:26].[H][H], predict the reaction product. The product is: [NH2:22][C:7]1[C:6]([O:25][CH3:26])=[C:5]([CH3:4])[C:19]([O:20][CH3:21])=[CH:18][C:8]=1[C:9]([N:11]1[CH2:15][CH2:14][CH2:13][CH:12]1[CH2:16][OH:17])=[O:10].